From a dataset of Full USPTO retrosynthesis dataset with 1.9M reactions from patents (1976-2016). Predict the reactants needed to synthesize the given product. (1) Given the product [F:40][C:41]([F:46])([F:45])[C:42]([OH:44])=[O:43].[CH2:94]([N:101]1[CH2:106][CH2:105][CH:104]([NH:107][C:2]2[N:10]=[C:9]3[C:5]([N:6]=[CH:7][N:8]3[C@@H:11]3[CH2:15][C@H:14]([N:16]4[CH:20]=[C:19]([CH2:21][OH:22])[CH:18]=[N:17]4)[C@@H:13]([OH:23])[C@H:12]3[OH:24])=[C:4]([NH:25][CH2:26][CH:27]([C:34]3[CH:39]=[CH:38][CH:37]=[CH:36][CH:35]=3)[C:28]3[CH:29]=[CH:30][CH:31]=[CH:32][CH:33]=3)[N:3]=2)[CH2:103][CH2:102]1)[C:95]1[CH:96]=[CH:97][CH:98]=[CH:99][CH:100]=1, predict the reactants needed to synthesize it. The reactants are: Cl[C:2]1[N:10]=[C:9]2[C:5]([N:6]=[CH:7][N:8]2[C@@H:11]2[CH2:15][C@H:14]([N:16]3[CH:20]=[C:19]([CH2:21][OH:22])[CH:18]=[N:17]3)[C@@H:13]([OH:23])[C@H:12]2[OH:24])=[C:4]([NH:25][CH2:26][CH:27]([C:34]2[CH:39]=[CH:38][CH:37]=[CH:36][CH:35]=2)[C:28]2[CH:33]=[CH:32][CH:31]=[CH:30][CH:29]=2)[N:3]=1.[F:40][C:41]([F:46])([F:45])[C:42]([OH:44])=[O:43].C1(C(C2C=CC=CC=2)CNC2N=C(NCCN3CCCCC3)N=C3C=2N=CN3[C@@H]2C[C@H](N3C=C(CO)C=N3)[C@@H](O)[C@H]2O)C=CC=CC=1.[CH2:94]([N:101]1[CH2:106][CH2:105][CH:104]([NH2:107])[CH2:103][CH2:102]1)[C:95]1[CH:100]=[CH:99][CH:98]=[CH:97][CH:96]=1. (2) Given the product [NH2:87][C@@H:88]([C:89]([NH:28][C@H:29]1[CH2:30][CH2:31][C@H:32]([NH:35][C:36]2[CH:37]=[C:38]([NH:55][C:56]3[CH:61]=[CH:60][CH:59]=[CH:58][N:57]=3)[C:39]3[N:40]([C:42]([C:45]([NH:47][C:48]4[CH:53]=[CH:52][N:51]=[C:50]([F:54])[CH:49]=4)=[O:46])=[CH:43][N:44]=3)[N:41]=2)[CH2:33][CH2:34]1)=[O:90])[CH3:92], predict the reactants needed to synthesize it. The reactants are: F[P-](F)(F)(F)(F)F.N1(O[P+](N(C)C)(N(C)C)N(C)C)C2C=CC=CC=2N=N1.[NH2:28][C@H:29]1[CH2:34][CH2:33][C@H:32]([NH:35][C:36]2[CH:37]=[C:38]([N:55](CC3C=CC(OC)=CC=3)[C:56]3[CH:61]=[CH:60][CH:59]=[CH:58][N:57]=3)[C:39]3[N:40]([C:42]([C:45]([NH:47][C:48]4[CH:53]=[CH:52][N:51]=[C:50]([F:54])[CH:49]=4)=[O:46])=[CH:43][N:44]=3)[N:41]=2)[CH2:31][CH2:30]1.CCN(C(C)C)C(C)C.C(OC([NH:87][C@H:88]([CH3:92])[C:89](O)=[O:90])=O)(C)(C)C.C(O)(C(F)(F)F)=O. (3) Given the product [Cl:1][C:2]1[CH:7]=[C:6]([Cl:8])[CH:5]=[CH:4][C:3]=1[C:9]1[N:14]=[C:13]([N:15]([CH3:16])[C:29](=[O:33])[CH2:30][CH2:31][CH3:32])[C:12]([C:17]#[N:18])=[CH:11][C:10]=1[C:19]1[CH:24]=[CH:23][C:22]([Cl:25])=[CH:21][CH:20]=1, predict the reactants needed to synthesize it. The reactants are: [Cl:1][C:2]1[CH:7]=[C:6]([Cl:8])[CH:5]=[CH:4][C:3]=1[C:9]1[N:14]=[C:13]([NH:15][CH3:16])[C:12]([C:17]#[N:18])=[CH:11][C:10]=1[C:19]1[CH:24]=[CH:23][C:22]([Cl:25])=[CH:21][CH:20]=1.C[Mg+].[Br-].[C:29](Cl)(=[O:33])[CH2:30][CH2:31][CH3:32]. (4) Given the product [CH3:12][O:11][C:6]1[C:7]([NH2:8])=[CH:2][N:3]=[CH:4][N:5]=1, predict the reactants needed to synthesize it. The reactants are: Cl[C:2]1[C:7]([N+:8]([O-])=O)=[C:6]([O:11][CH3:12])[N:5]=[CH:4][N:3]=1. (5) Given the product [CH3:3][N+:4]1([CH3:28])[C@@H:5]2[C@@H:11]3[O:12][C@@H:10]3[C@H:9]1[CH2:8][C@@H:7]([O:13][C:14]([C:16]([OH:27])([C:17]1[S:21][CH:20]=[CH:19][CH:18]=1)[C:22]1[S:26][CH:25]=[CH:24][CH:23]=1)=[O:15])[CH2:6]2.[OH2:29].[Br-:2], predict the reactants needed to synthesize it. The reactants are: [Li+].[Br-:2].[CH3:3][N+:4]1([CH3:28])[C@@H:9]2[C@@H:10]3[O:12][C@@H:11]3[C@H:5]1[CH2:6][C@@H:7]([O:13][C:14]([C:16]([OH:27])([C:22]1[S:26][CH:25]=[CH:24][CH:23]=1)[C:17]1[S:21][CH:20]=[CH:19][CH:18]=1)=[O:15])[CH2:8]2.[O-:29]S(C(F)(F)F)(=O)=O. (6) Given the product [CH:1]1([N:7]([CH:18]2[CH2:23][CH2:22][CH2:21][CH2:20][CH2:19]2)[C:8]([NH:10][C:11]2[S:12][C:13]([CH2:16][N:34]3[CH2:33][CH2:32][N:31]([S:28]([CH2:25][CH2:26][CH3:27])(=[O:29])=[O:30])[CH2:36][CH2:35]3)=[CH:14][N:15]=2)=[O:9])[CH2:6][CH2:5][CH2:4][CH2:3][CH2:2]1, predict the reactants needed to synthesize it. The reactants are: [CH:1]1([N:7]([CH:18]2[CH2:23][CH2:22][CH2:21][CH2:20][CH2:19]2)[C:8]([NH:10][C:11]2[S:12][C:13]([CH:16]=O)=[CH:14][N:15]=2)=[O:9])[CH2:6][CH2:5][CH2:4][CH2:3][CH2:2]1.Cl.[CH2:25]([S:28]([N:31]1[CH2:36][CH2:35][NH:34][CH2:33][CH2:32]1)(=[O:30])=[O:29])[CH2:26][CH3:27].C(O[BH-](OC(=O)C)OC(=O)C)(=O)C.[Na+]. (7) Given the product [CH3:1][O:2][C:3]1[C:17]2[CH:16]=[CH:15][CH:14]=[CH:13][C:12]=2[N:11]([C:20]([Cl:21])=[O:19])[C:10]2[CH:9]=[CH:8][CH:7]=[CH:6][C:5]=2[CH:4]=1, predict the reactants needed to synthesize it. The reactants are: [CH3:1][O:2][C:3]1[C:17]2[C:12](=[CH:13][CH:14]=[CH:15][CH:16]=2)[NH:11][C:10]2[C:5](=[CH:6][CH:7]=[CH:8][CH:9]=2)[CH:4]=1.C(=O)(OC(Cl)(Cl)Cl)[O:19][C:20](Cl)(Cl)[Cl:21].